This data is from Forward reaction prediction with 1.9M reactions from USPTO patents (1976-2016). The task is: Predict the product of the given reaction. (1) The product is: [CH2:32]([C:31]([C:36]1[CH:41]=[CH:40][C:39]([OH:42])=[C:38]([CH3:43])[CH:37]=1)([C:28]1[CH:29]=[CH:30][C:25]([B:15]2[O:16][C:17]([CH3:22])([CH3:23])[C:18]([CH3:20])([CH3:21])[O:19]2)=[CH:26][CH:27]=1)[CH2:34][CH3:35])[CH3:33]. Given the reactants C([O-])(=O)C.[K+].[B:15]1([B:15]2[O:19][C:18]([CH3:21])([CH3:20])[C:17]([CH3:23])([CH3:22])[O:16]2)[O:19][C:18]([CH3:21])([CH3:20])[C:17]([CH3:23])([CH3:22])[O:16]1.Br[C:25]1[CH:30]=[CH:29][C:28]([C:31]([C:36]2[CH:41]=[CH:40][C:39]([OH:42])=[C:38]([CH3:43])[CH:37]=2)([CH2:34][CH3:35])[CH2:32][CH3:33])=[CH:27][CH:26]=1.C(=O)(O)[O-].[Na+], predict the reaction product. (2) The product is: [F:1][C:2]([C:5]1[N:6]=[C:7]([CH2:10][N:11]2[N:15]=[C:14]([NH:16][C:31]([C:26]3[N:27]=[C:28]([CH3:30])[O:29][C:25]=3[C:20]3[CH:21]=[C:22]([CH3:24])[CH:23]=[C:18]([F:17])[CH:19]=3)=[O:32])[CH:13]=[N:12]2)[S:8][CH:9]=1)([F:4])[CH3:3]. Given the reactants [F:1][C:2]([C:5]1[N:6]=[C:7]([CH2:10][N:11]2[N:15]=[C:14]([NH2:16])[CH:13]=[N:12]2)[S:8][CH:9]=1)([F:4])[CH3:3].[F:17][C:18]1[CH:19]=[C:20]([C:25]2[O:29][C:28]([CH3:30])=[N:27][C:26]=2[C:31](O)=[O:32])[CH:21]=[C:22]([CH3:24])[CH:23]=1, predict the reaction product. (3) The product is: [OH:17][C:15]1[CH:14]=[C:13]([CH3:19])[C:11]2[N:12]=[C:8]([C:5]3[CH:4]=[CH:3][C:2]([OH:1])=[CH:7][CH:6]=3)[O:9][C:10]=2[CH:16]=1. Given the reactants [OH:1][C:2]1[CH:7]=[CH:6][C:5]([C:8]2[O:9][C:10]3[CH:16]=[C:15]([O:17]C)[CH:14]=[C:13]([CH3:19])[C:11]=3[N:12]=2)=[CH:4][CH:3]=1.NC1C(C)=CC(OC)=CC=1O, predict the reaction product. (4) Given the reactants [Cl:1][C:2]1[N:6]([CH3:7])[N:5]=[CH:4][C:3]=1[C:8]([OH:10])=O.CCN(C(C)C)C(C)C.[B-](F)(F)(F)F.CN(C(ON1C(=O)CCC1=O)=[N+](C)C)C.Cl.[NH2:41][CH:42]1[CH:49]2[CH2:50][CH:45]3[CH2:46][CH:47]([CH2:51][CH:43]1[CH2:44]3)[CH2:48]2, predict the reaction product. The product is: [CH:43]12[CH2:51][CH:47]3[CH2:46][CH:45]([CH2:50][CH:49]([CH2:48]3)[CH:42]1[NH:41][C:8]([C:3]1[CH:4]=[N:5][N:6]([CH3:7])[C:2]=1[Cl:1])=[O:10])[CH2:44]2. (5) Given the reactants [F:1][C:2]1[C:3]([CH3:16])=[C:4]2[C:9](=[CH:10][CH:11]=1)[N+:8]([O-])=[C:7](C#N)[C:6](=[O:15])[NH:5]2.S(S([O-])=O)([O-])=O.[Na+].[Na+].C#N.Cl.[OH-].[Na+], predict the reaction product. The product is: [F:1][C:2]1[C:3]([CH3:16])=[C:4]2[C:9]([N:8]=[CH:7][C:6](=[O:15])[NH:5]2)=[CH:10][CH:11]=1. (6) Given the reactants [C:1]([O:12][CH3:13])(=[O:11])[C:2]1[CH:10]=[CH:9][C:5]([C:6]([O-:8])=O)=[CH:4][CH:3]=1.C(Cl)CCl.C1C=CC2N(O)N=NC=2C=1.[F:28][C:29]1[CH:35]=[CH:34][C:32]([NH2:33])=[CH:31][CH:30]=1, predict the reaction product. The product is: [F:28][C:29]1[CH:35]=[CH:34][C:32]([NH:33][C:6]([C:5]2[CH:4]=[CH:3][C:2]([C:1]([O:12][CH3:13])=[O:11])=[CH:10][CH:9]=2)=[O:8])=[CH:31][CH:30]=1. (7) Given the reactants [F:1][C:2]1([F:52])[CH2:7][CH2:6][CH:5]([C:8]2[C:17]3[C@@H:16]([OH:18])[CH2:15][C:14]([CH3:20])([CH3:19])[CH2:13][C:12]=3[N:11]=[C:10]([CH:21]3[CH2:26][CH2:25][N:24]([C:27]4[N:32]=[CH:31][C:30]([O:33][CH2:34][CH:35]([CH2:38][OH:39])[CH2:36][OH:37])=[CH:29][N:28]=4)[CH2:23][CH2:22]3)[C:9]=2[C@@H:40]([F:51])[C:41]2[CH:46]=[CH:45][C:44]([C:47]([F:50])([F:49])[F:48])=[CH:43][CH:42]=2)[CH2:4][CH2:3]1.[ClH:53], predict the reaction product. The product is: [ClH:53].[ClH:53].[F:52][C:2]1([F:1])[CH2:3][CH2:4][CH:5]([C:8]2[C:17]3[C@@H:16]([OH:18])[CH2:15][C:14]([CH3:19])([CH3:20])[CH2:13][C:12]=3[N:11]=[C:10]([CH:21]3[CH2:26][CH2:25][N:24]([C:27]4[N:32]=[CH:31][C:30]([O:33][CH2:34][CH:35]([CH2:38][OH:39])[CH2:36][OH:37])=[CH:29][N:28]=4)[CH2:23][CH2:22]3)[C:9]=2[C@@H:40]([F:51])[C:41]2[CH:46]=[CH:45][C:44]([C:47]([F:48])([F:50])[F:49])=[CH:43][CH:42]=2)[CH2:6][CH2:7]1.